This data is from Peptide-MHC class I binding affinity with 185,985 pairs from IEDB/IMGT. The task is: Regression. Given a peptide amino acid sequence and an MHC pseudo amino acid sequence, predict their binding affinity value. This is MHC class I binding data. The peptide sequence is DPNFHQAVM. The MHC is HLA-A25:01 with pseudo-sequence HLA-A25:01. The binding affinity (normalized) is 0.0847.